From a dataset of Reaction yield outcomes from USPTO patents with 853,638 reactions. Predict the reaction yield, written as a fraction of the theoretical maximum amount of product (1.0 means a 100% yield; for example, 0.34 means a 34% yield). (1) The reactants are [Cl:1][C:2]1[C:7]([F:8])=[CH:6][CH:5]=[C:4]([Cl:9])[C:3]=1[CH:10]([OH:12])[CH3:11].[CH3:13][S:14](Cl)(=[O:16])=[O:15].C(N(CC)CC)C.CN(C=O)C. The catalyst is C(Cl)Cl.O. The product is [CH3:13][S:14]([O:12][CH:10]([C:3]1[C:4]([Cl:9])=[CH:5][CH:6]=[C:7]([F:8])[C:2]=1[Cl:1])[CH3:11])(=[O:16])=[O:15]. The yield is 0.710. (2) The reactants are [NH2:1][C:2]1[CH:3]=[CH:4][C:5]([C:8]2[CH:9]=[C:10]([CH:16]=[CH:17][CH:18]=2)[C:11]([O:13][CH2:14][CH3:15])=[O:12])=[N:6][CH:7]=1.[Br:19]N1C(=O)CCC1=O. The catalyst is CN(C=O)C.C(OCC)(=O)C. The product is [NH2:1][C:2]1[CH:3]=[CH:4][C:5]([C:8]2[CH:9]=[C:10]([CH:16]=[CH:17][CH:18]=2)[C:11]([O:13][CH2:14][CH3:15])=[O:12])=[N:6][C:7]=1[Br:19]. The yield is 0.860. (3) The product is [O:18]=[C:17]1[C:16]([CH2:15][C:12]2[CH:13]=[CH:14][C:9]([C:4]3[C:3]([C:1]#[N:2])=[CH:8][CH:7]=[CH:6][CH:5]=3)=[CH:10][CH:11]=2)=[C:21]([CH2:22][CH2:23][CH2:24][CH3:25])[N:35]2[N:36]=[CH:37][N:38]=[C:34]2[N:33]1[CH:30]1[CH2:29][CH2:28][O:27][CH2:32][CH2:31]1. No catalyst specified. The yield is 0.620. The reactants are [C:1]([C:3]1[CH:8]=[CH:7][CH:6]=[CH:5][C:4]=1[C:9]1[CH:14]=[CH:13][C:12]([CH2:15][CH:16]([C:21](=O)[CH2:22][CH2:23][CH2:24][CH3:25])[C:17](OC)=[O:18])=[CH:11][CH:10]=1)#[N:2].[O:27]1[CH2:32][CH2:31][CH:30]([NH:33][C:34]2[NH:38][CH:37]=[N:36][N:35]=2)[CH2:29][CH2:28]1. (4) The reactants are [O:1]1[CH2:5][CH2:4][C@H:3]([O:6][C:7]2[N:12]=[C:11]([NH2:13])[CH:10]=[CH:9][N:8]=2)[CH2:2]1.ClC(Cl)(O[C:18](=[O:24])OC(Cl)(Cl)Cl)Cl.CCN(C(C)C)C(C)C.[CH3:35][C:36]1[N:41]=[CH:40][C:39]([C:42]2[CH:43]=[CH:44][C:45]3[N:51]4[CH2:52][C@H:48]([CH2:49][CH2:50]4)[NH:47][C:46]=3[N:53]=2)=[CH:38][CH:37]=1. The catalyst is C1COCC1.CCOC(C)=O.CO. The product is [CH3:35][C:36]1[N:41]=[CH:40][C:39]([C:42]2[CH:43]=[CH:44][C:45]3[N:51]4[CH2:52][C@H:48]([CH2:49][CH2:50]4)[N:47]([C:18]([NH:13][C:11]4[CH:10]=[CH:9][N:8]=[C:7]([O:6][C@H:3]5[CH2:4][CH2:5][O:1][CH2:2]5)[N:12]=4)=[O:24])[C:46]=3[N:53]=2)=[CH:38][CH:37]=1. The yield is 0.177. (5) The yield is 0.530. The reactants are C[O:2][C:3]1[CH:20]=[CH:19][C:6]2[N:7]=[C:8]([C:10]3[CH:15]=[CH:14][C:13]([N+:16]([O-:18])=[O:17])=[CH:12][CH:11]=3)[S:9][C:5]=2[CH:4]=1.B(Br)(Br)Br. The catalyst is C(Cl)Cl. The product is [N+:16]([C:13]1[CH:12]=[CH:11][C:10]([C:8]2[S:9][C:5]3[CH:4]=[C:3]([OH:2])[CH:20]=[CH:19][C:6]=3[N:7]=2)=[CH:15][CH:14]=1)([O-:18])=[O:17]. (6) The reactants are I[C:2]1[N:6]([CH2:7][C:8]2[CH:13]=[CH:12][C:11]([O:14][CH3:15])=[CH:10][CH:9]=2)[N:5]=[CH:4][CH:3]=1.[OH:16][CH2:17][C:18]1[CH:23]=[CH:22][C:21](B(O)O)=[CH:20][CH:19]=1.C([O-])([O-])=O.[Na+].[Na+].C1(P(C2C=CC=CC=2)C2C=CC=CC=2)C=CC=CC=1. The catalyst is COCCOC.C([O-])(=O)C.[Pd+2].C([O-])(=O)C. The product is [CH3:15][O:14][C:11]1[CH:12]=[CH:13][C:8]([CH2:7][N:6]2[C:2]([C:21]3[CH:22]=[CH:23][C:18]([CH2:17][OH:16])=[CH:19][CH:20]=3)=[CH:3][CH:4]=[N:5]2)=[CH:9][CH:10]=1. The yield is 0.630. (7) The reactants are [O:1]1[CH2:6][CH2:5][CH:4](CO)[CH2:3][CH2:2]1.Cl[C:10]1[CH:11]=[CH:12][C:13]2[N:14]([C:16]([C:19]3[CH:24]=[CH:23][CH:22]=[C:21]([O:25][C:26]([F:29])([F:28])[F:27])[CH:20]=3)=[CH:17][N:18]=2)[N:15]=1.C[C:31]([O-:34])(C)C.[K+]. The catalyst is O1CCOCC1. The product is [O:1]1[CH2:2][CH2:3][CH:4]([O:34][CH2:31][C:10]2[CH:11]=[CH:12][C:13]3[N:14]([C:16]([C:19]4[CH:24]=[CH:23][CH:22]=[C:21]([O:25][C:26]([F:29])([F:28])[F:27])[CH:20]=4)=[CH:17][N:18]=3)[N:15]=2)[CH2:5][CH2:6]1. The yield is 0.120. (8) The product is [Br:45][CH2:2][C@H:3]([NH:17][C:18](=[O:24])[O:19][C:20]([CH3:23])([CH3:22])[CH3:21])[C:4]1[CH:9]=[CH:8][C:7]([O:10][CH2:11][CH:12]([CH3:16])[CH2:13][CH2:14][CH3:15])=[CH:6][CH:5]=1. The yield is 1.00. The reactants are O[CH2:2][C@H:3]([NH:17][C:18](=[O:24])[O:19][C:20]([CH3:23])([CH3:22])[CH3:21])[C:4]1[CH:9]=[CH:8][C:7]([O:10][CH2:11][CH:12]([CH3:16])[CH2:13][CH2:14][CH3:15])=[CH:6][CH:5]=1.C1(P(C2C=CC=CC=2)C2C=CC=CC=2)C=CC=CC=1.C(Br)(Br)(Br)[Br:45]. The catalyst is O1CCCC1. (9) The reactants are [H-].[Na+].[NH:3]1[CH:7]=[CH:6][N:5]=[CH:4]1.[C:8](=[S:10])=[S:9].[CH3:11]I. The catalyst is C1COCC1.O. The product is [CH3:11][S:9][C:8]([N:3]1[CH:7]=[CH:6][N:5]=[CH:4]1)=[S:10]. The yield is 0.990.